This data is from NCI-60 drug combinations with 297,098 pairs across 59 cell lines. The task is: Regression. Given two drug SMILES strings and cell line genomic features, predict the synergy score measuring deviation from expected non-interaction effect. (1) Drug 2: C#CCC(CC1=CN=C2C(=N1)C(=NC(=N2)N)N)C3=CC=C(C=C3)C(=O)NC(CCC(=O)O)C(=O)O. Drug 1: C1CCC(CC1)NC(=O)N(CCCl)N=O. Synergy scores: CSS=14.6, Synergy_ZIP=-4.99, Synergy_Bliss=-1.96, Synergy_Loewe=-1.34, Synergy_HSA=-2.51. Cell line: BT-549. (2) Drug 1: CN1C2=C(C=C(C=C2)N(CCCl)CCCl)N=C1CCCC(=O)O.Cl. Drug 2: C(CC(=O)O)C(=O)CN.Cl. Cell line: LOX IMVI. Synergy scores: CSS=5.75, Synergy_ZIP=-1.14, Synergy_Bliss=3.10, Synergy_Loewe=-4.13, Synergy_HSA=-0.862. (3) Drug 1: CC1=CC=C(C=C1)C2=CC(=NN2C3=CC=C(C=C3)S(=O)(=O)N)C(F)(F)F. Drug 2: CC1=C(C=C(C=C1)NC(=O)C2=CC=C(C=C2)CN3CCN(CC3)C)NC4=NC=CC(=N4)C5=CN=CC=C5. Cell line: HCT116. Synergy scores: CSS=-12.4, Synergy_ZIP=-0.344, Synergy_Bliss=-8.03, Synergy_Loewe=-32.8, Synergy_HSA=-17.5.